This data is from NCI-60 drug combinations with 297,098 pairs across 59 cell lines. The task is: Regression. Given two drug SMILES strings and cell line genomic features, predict the synergy score measuring deviation from expected non-interaction effect. (1) Drug 1: CCC1=C2CN3C(=CC4=C(C3=O)COC(=O)C4(CC)O)C2=NC5=C1C=C(C=C5)O. Drug 2: B(C(CC(C)C)NC(=O)C(CC1=CC=CC=C1)NC(=O)C2=NC=CN=C2)(O)O. Cell line: NCIH23. Synergy scores: CSS=33.3, Synergy_ZIP=-0.440, Synergy_Bliss=0.867, Synergy_Loewe=-4.18, Synergy_HSA=1.04. (2) Drug 1: CC1=C(N=C(N=C1N)C(CC(=O)N)NCC(C(=O)N)N)C(=O)NC(C(C2=CN=CN2)OC3C(C(C(C(O3)CO)O)O)OC4C(C(C(C(O4)CO)O)OC(=O)N)O)C(=O)NC(C)C(C(C)C(=O)NC(C(C)O)C(=O)NCCC5=NC(=CS5)C6=NC(=CS6)C(=O)NCCC[S+](C)C)O. Drug 2: CC1CCCC2(C(O2)CC(NC(=O)CC(C(C(=O)C(C1O)C)(C)C)O)C(=CC3=CSC(=N3)C)C)C. Cell line: CAKI-1. Synergy scores: CSS=42.4, Synergy_ZIP=-5.85, Synergy_Bliss=-5.01, Synergy_Loewe=5.61, Synergy_HSA=7.03.